This data is from Forward reaction prediction with 1.9M reactions from USPTO patents (1976-2016). The task is: Predict the product of the given reaction. (1) Given the reactants [C:1]([OH:7])([C:3](F)(F)F)=[O:2].CC1(C)[C@H:12]([C:13]2[N:17]([C:18]3[CH:23]=[CH:22][C:21]([Cl:24])=[C:20]([Cl:25])[CH:19]=3)[N:16]=[C:15]([C:26]3[CH:27]=[N:28][CH:29]=CC=3)[CH:14]=2)C[C@@H]1CC(N[C@@H](CC1C=CC=CC=1)C(N)=O)=O.[CH:48]1C=CC(P(N=[N+]=[N-])(C2C=CC=CC=2)=O)=CC=1.C(N(CC)CC)C, predict the reaction product. The product is: [ClH:24].[CH3:48][O:7][C:1]([C:3]1[CH:12]=[C:13]([C:14]2[CH:29]=[N:28][CH:27]=[CH:26][CH:15]=2)[N:17]([C:18]2[CH:23]=[CH:22][C:21]([Cl:24])=[C:20]([Cl:25])[CH:19]=2)[N:16]=1)=[O:2]. (2) Given the reactants FC(F)(F)S(O[CH2:7][C:8]([F:16])([F:15])[C:9]1[CH:14]=[CH:13][CH:12]=[CH:11][N:10]=1)(=O)=O.[CH2:19]([O:21][C:22](=[O:33])[CH2:23][C:24]1[C:25](=[O:32])[N:26]([NH2:31])[CH2:27][CH2:28][C:29]=1[CH3:30])[CH3:20].C(C1C=C(C)C=C(C(C)(C)C)N=1)(C)(C)C, predict the reaction product. The product is: [CH2:19]([O:21][C:22](=[O:33])[CH2:23][C:24]1[C:25](=[O:32])[N:26]([NH:31][CH2:7][C:8]([F:16])([F:15])[C:9]2[CH:14]=[CH:13][CH:12]=[CH:11][N:10]=2)[CH2:27][CH2:28][C:29]=1[CH3:30])[CH3:20].